Dataset: Forward reaction prediction with 1.9M reactions from USPTO patents (1976-2016). Task: Predict the product of the given reaction. Given the reactants [CH:1]1([C:4]2[N:5]=[C:6]3[C:12]([C:13](O)=[O:14])=[CH:11][N:10]([CH2:16][O:17][CH2:18][CH2:19][Si:20]([CH3:23])([CH3:22])[CH3:21])[C:7]3=[N:8][CH:9]=2)[CH2:3][CH2:2]1.[NH2:24][CH2:25][CH:26]1[CH2:31][CH2:30][CH2:29][N:28]([C:32]([O:34][C:35]([CH3:38])([CH3:37])[CH3:36])=[O:33])[CH2:27]1.C1C=CC2N(O)N=NC=2C=1.C(Cl)CCl.C(N(CC)C(C)C)(C)C, predict the reaction product. The product is: [C:35]([O:34][C:32]([N:28]1[CH2:29][CH2:30][CH2:31][CH:26]([CH2:25][NH:24][C:13]([C:12]2[C:6]3[C:7](=[N:8][CH:9]=[C:4]([CH:1]4[CH2:3][CH2:2]4)[N:5]=3)[N:10]([CH2:16][O:17][CH2:18][CH2:19][Si:20]([CH3:21])([CH3:23])[CH3:22])[CH:11]=2)=[O:14])[CH2:27]1)=[O:33])([CH3:38])([CH3:37])[CH3:36].